From a dataset of Reaction yield outcomes from USPTO patents with 853,638 reactions. Predict the reaction yield, written as a fraction of the theoretical maximum amount of product (1.0 means a 100% yield; for example, 0.34 means a 34% yield). (1) The yield is 0.970. The product is [CH3:2][C:3]1[S:4][C:5]([S:9]([NH2:1])(=[O:11])=[O:10])=[C:6]([CH3:8])[N:7]=1. The reactants are [NH3:1].[CH3:2][C:3]1[S:4][C:5]([S:9](Cl)(=[O:11])=[O:10])=[C:6]([CH3:8])[N:7]=1. The catalyst is C1COCC1. (2) The reactants are [OH:1][CH:2]([C:6]1[CH:11]=[CH:10][CH:9]=[CH:8][C:7]=1[C:12]1[CH:32]=[CH:31][C:15]2[NH:16][C:17]([CH2:19][O:20][C:21]3[CH:26]=[CH:25][C:24]([C:27]([F:30])([F:29])[F:28])=[CH:23][CH:22]=3)=[N:18][C:14]=2[CH:13]=1)[C:3]([OH:5])=O.[CH:33]([N:36](C(C)C)[CH2:37]C)(C)C.CNC. The catalyst is CN(C=O)C. The product is [CH3:33][N:36]([CH3:37])[C:3](=[O:5])[CH:2]([OH:1])[C:6]1[CH:11]=[CH:10][CH:9]=[CH:8][C:7]=1[C:12]1[CH:32]=[CH:31][C:15]2[NH:16][C:17]([CH2:19][O:20][C:21]3[CH:22]=[CH:23][C:24]([C:27]([F:30])([F:29])[F:28])=[CH:25][CH:26]=3)=[N:18][C:14]=2[CH:13]=1. The yield is 0.830. (3) The reactants are [NH2:1][O:2][C:3]1[CH:8]=[CH:7][C:6]([N+:9]([O-:11])=[O:10])=[CH:5][C:4]=1[N+:12]([O-:14])=[O:13].[N:15]1[CH:20]=[CH:19][CH:18]=[C:17]([CH2:21][OH:22])[CH:16]=1. The catalyst is C(#N)C. The product is [N+:12]([C:4]1[CH:5]=[C:6]([N+:9]([O-:11])=[O:10])[CH:7]=[CH:8][C:3]=1[O-:2])([O-:14])=[O:13].[NH2:1][N+:15]1[CH:20]=[CH:19][CH:18]=[C:17]([CH2:21][OH:22])[CH:16]=1. The yield is 0.830.